Dataset: Forward reaction prediction with 1.9M reactions from USPTO patents (1976-2016). Task: Predict the product of the given reaction. (1) Given the reactants [CH:1]1([CH2:4][N:5]2[C:11]3[CH:12]=[CH:13][CH:14]=[CH:15][C:10]=3[O:9][C@H:8]([C:16]3[CH:21]=[CH:20][CH:19]=[CH:18][CH:17]=3)[C@H:7]([NH:22]C(=O)OC(C)(C)C)[C:6]2=[O:30])[CH2:3][CH2:2]1.FC(F)(F)C(O)=O, predict the reaction product. The product is: [NH2:22][C@@H:7]1[C:6](=[O:30])[N:5]([CH2:4][CH:1]2[CH2:3][CH2:2]2)[C:11]2[CH:12]=[CH:13][CH:14]=[CH:15][C:10]=2[O:9][C@@H:8]1[C:16]1[CH:21]=[CH:20][CH:19]=[CH:18][CH:17]=1. (2) The product is: [Cl:69][C:70]1[CH:71]=[C:72]([NH:73][C:33](=[O:35])[C:32]2[CH:31]=[CH:2][C:29]([NH:28][C:27]([NH:26][CH2:24][CH3:25])=[O:45])=[CH:37][C:36]=2[NH:38][C:39]2[CH:44]=[CH:43][CH:42]=[CH:41][CH:40]=2)[CH:74]=[CH:75][CH:76]=1. Given the reactants Cl.[CH2:2](N=C=NCCCN(C)C)C.O.ON1C2C=CC=CC=2N=N1.[CH2:24]([NH:26][C:27](=[O:45])[NH:28][C:29]1[CH:37]=[C:36]([NH:38][C:39]2[CH:44]=[CH:43][CH:42]=[CH:41][CH:40]=2)[C:32]([C:33]([OH:35])=O)=[CH:31]N=1)[CH3:25].C(NC(=O)NC1C=C(NCC2C=NC=CC=2)C(C(O)=O)=CN=1)C.[Cl:69][C:70]1[CH:71]=[C:72]([CH:74]=[CH:75][CH:76]=1)[NH2:73], predict the reaction product. (3) Given the reactants [Cl:1][C:2]1[C:7]2[N:8]([CH2:11][C:12]([OH:14])=O)[CH:9]=[N:10][C:6]=2[CH:5]=[CH:4][C:3]=1[F:15].[NH2:16][CH:17]([C:19]1[CH:24]=[CH:23][C:22]([C:25]([CH3:29])([CH3:28])[C:26]#[N:27])=[C:21]([F:30])[CH:20]=1)[CH3:18].CCN(CC)CC.CN(C(ON1N=NC2C=CC=NC1=2)=[N+](C)C)C.F[P-](F)(F)(F)(F)F, predict the reaction product. The product is: [Cl:1][C:2]1[C:7]2[N:8]([CH2:11][C:12]([NH:16][CH:17]([C:19]3[CH:24]=[CH:23][C:22]([C:25]([C:26]#[N:27])([CH3:29])[CH3:28])=[C:21]([F:30])[CH:20]=3)[CH3:18])=[O:14])[CH:9]=[N:10][C:6]=2[CH:5]=[CH:4][C:3]=1[F:15]. (4) Given the reactants [NH2:1][C@@H:2]([CH2:7][C:8]1[CH:13]=[C:12]([O:14][CH3:15])[C:11]([C:16]2[CH:21]=[CH:20][CH:19]=[CH:18][CH:17]=2)=[C:10]([O:22][CH3:23])[CH:9]=1)[C:3]([O:5][CH3:6])=[O:4].[C:24]1(=O)[C:27]2([CH2:32][CH2:31][O:30][CH2:29][CH2:28]2)[C:26](=[O:33])[CH2:25]1, predict the reaction product. The product is: [O:33]=[C:26]1[C:27]2([CH2:32][CH2:31][O:30][CH2:29][CH2:28]2)[C:24]([NH:1][C@@H:2]([CH2:7][C:8]2[CH:9]=[C:10]([O:22][CH3:23])[C:11]([C:16]3[CH:21]=[CH:20][CH:19]=[CH:18][CH:17]=3)=[C:12]([O:14][CH3:15])[CH:13]=2)[C:3]([O:5][CH3:6])=[O:4])=[CH:25]1. (5) Given the reactants [F:1][C:2]1[CH:7]=[CH:6][CH:5]=[CH:4][C:3]=1[C:8]1[N:9]=[N:10][N:11]([CH3:15])[C:12]=1[CH:13]=[O:14].[BH4-].[Na+].[Cl-].[NH4+], predict the reaction product. The product is: [F:1][C:2]1[CH:7]=[CH:6][CH:5]=[CH:4][C:3]=1[C:8]1[N:9]=[N:10][N:11]([CH3:15])[C:12]=1[CH2:13][OH:14]. (6) Given the reactants [CH2:1]([O:3][C:4]([C@@H:6]1[CH2:10][C@H:9]([NH2:11])[CH2:8][N:7]1[C:12]([CH:14]1[CH2:19][CH2:18][CH2:17][CH2:16][CH2:15]1)=[O:13])=[O:5])[CH3:2].[OH:20][C:21]1[C:30]2[C:25](=[CH:26][CH:27]=[CH:28][CH:29]=2)[CH:24]=[CH:23][C:22]=1[C:31](O)=[O:32], predict the reaction product. The product is: [CH2:1]([O:3][C:4]([C@@H:6]1[CH2:10][C@H:9]([NH:11][C:31]([C:22]2[CH:23]=[CH:24][C:25]3[C:30](=[CH:29][CH:28]=[CH:27][CH:26]=3)[C:21]=2[OH:20])=[O:32])[CH2:8][N:7]1[C:12]([CH:14]1[CH2:19][CH2:18][CH2:17][CH2:16][CH2:15]1)=[O:13])=[O:5])[CH3:2].